Dataset: Full USPTO retrosynthesis dataset with 1.9M reactions from patents (1976-2016). Task: Predict the reactants needed to synthesize the given product. Given the product [C:15]([O:14][C:13](=[O:19])[NH:12][CH2:11][CH2:10][CH2:9][O:8][C:7]1[CH:6]=[CH:5][C:4]([NH2:1])=[CH:21][CH:20]=1)([CH3:18])([CH3:16])[CH3:17], predict the reactants needed to synthesize it. The reactants are: [N+:1]([C:4]1[CH:21]=[CH:20][C:7]([O:8][CH2:9][CH2:10][CH2:11][NH:12][C:13](=[O:19])[O:14][C:15]([CH3:18])([CH3:17])[CH3:16])=[CH:6][CH:5]=1)([O-])=O.